This data is from Forward reaction prediction with 1.9M reactions from USPTO patents (1976-2016). The task is: Predict the product of the given reaction. (1) Given the reactants FC(F)(F)C1C=C(C=CC=1)C=O.[CH3:13][CH:14]([CH3:33])[CH:15]([C:27]1[CH:32]=[CH:31][CH:30]=[CH:29][CH:28]=1)[C:16]([NH:18][C@@H:19]1[C@@H:26]2[C@@H:22]([CH2:23][NH:24][CH2:25]2)[CH2:21][CH2:20]1)=[O:17].[CH:34]1([CH:40](C2CCCCC2)[C:41](N[C@@H]2[C@H]3[C@H](CNC3)CC2)=O)[CH2:39][CH2:38][CH2:37][CH2:36][CH2:35]1, predict the reaction product. The product is: [CH3:13][CH:14]([CH3:33])[CH:15]([C:27]1[CH:28]=[CH:29][CH:30]=[CH:31][CH:32]=1)[C:16]([NH:18][C@@H:19]1[C@@H:26]2[C@@H:22]([CH2:23][N:24]([CH2:41][CH2:40][C:34]3[CH:39]=[CH:38][CH:37]=[CH:36][CH:35]=3)[CH2:25]2)[CH2:21][CH2:20]1)=[O:17]. (2) Given the reactants [CH3:1][C:2]1[C:10]2[N:9]=[CH:8][N:7]([C:11]([C:24]3[CH:29]=[CH:28][CH:27]=[CH:26][CH:25]=3)([C:18]3[CH:23]=[CH:22][CH:21]=[CH:20][CH:19]=3)[C:12]3[CH:17]=[CH:16][CH:15]=[CH:14][CH:13]=3)[C:6]=2[CH:5]=[CH:4][C:3]=1[C:30]1[CH:35]=[CH:34][C:33]([OH:36])=[CH:32][CH:31]=1.C1(C)C=CC(S(O[CH2:47][CH2:48][Cl:49])(=O)=O)=CC=1.C(=O)([O-])[O-].[K+].[K+], predict the reaction product. The product is: [Cl:49][CH2:48][CH2:47][O:36][C:33]1[CH:32]=[CH:31][C:30]([C:3]2[CH:4]=[CH:5][C:6]3[N:7]([C:11]([C:24]4[CH:25]=[CH:26][CH:27]=[CH:28][CH:29]=4)([C:12]4[CH:13]=[CH:14][CH:15]=[CH:16][CH:17]=4)[C:18]4[CH:23]=[CH:22][CH:21]=[CH:20][CH:19]=4)[CH:8]=[N:9][C:10]=3[C:2]=2[CH3:1])=[CH:35][CH:34]=1. (3) Given the reactants [C:1]([C:3]1[C:4]([C:9]2[CH:14]=[CH:13][CH:12]=[CH:11][CH:10]=2)=[N:5][O:6][C:7]=1[CH3:8])#[CH:2].Cl[C:16]1[N:21]=[CH:20][C:19]([CH2:22][CH3:23])=[CH:18][N:17]=1, predict the reaction product. The product is: [CH2:22]([C:19]1[CH:18]=[N:17][C:16]([C:2]#[C:1][C:3]2[C:4]([C:9]3[CH:14]=[CH:13][CH:12]=[CH:11][CH:10]=3)=[N:5][O:6][C:7]=2[CH3:8])=[N:21][CH:20]=1)[CH3:23].